This data is from Forward reaction prediction with 1.9M reactions from USPTO patents (1976-2016). The task is: Predict the product of the given reaction. (1) Given the reactants [Cl:1][C:2]1[C:7]([CH3:8])=[C:6]([C:9]2[NH:13][N:12]=[N:11][N:10]=2)[C:5]([C:14]2[CH:19]=[CH:18][CH:17]=[C:16]([F:20])[CH:15]=2)=[C:4]([C:21](=O)[CH3:22])[CH:3]=1.C([O-])(=O)C.[NH4+].C([BH3-])#[N:30].[Na+], predict the reaction product. The product is: [Cl:1][C:2]1[C:7]([CH3:8])=[C:6]([C:9]2[NH:13][N:12]=[N:11][N:10]=2)[C:5]([C:14]2[CH:19]=[CH:18][CH:17]=[C:16]([F:20])[CH:15]=2)=[C:4]([CH:21]([NH2:30])[CH3:22])[CH:3]=1. (2) Given the reactants [N+:1]([C:4]1[CH:5]=[CH:6][CH:7]=[C:8]2[C:12]=1[CH:11]1CC3(OCCO3)[CH2:15][CH2:16][N:10]1[C:9]2=[O:21])([O-:3])=[O:2].[CH:22]([SH:25])([SH:24])[CH3:23].B(F)(F)F.[CH3:30][CH2:31]OCC.[OH-].[Na+], predict the reaction product. The product is: [N+:1]([C:4]1[CH:5]=[CH:6][CH:7]=[C:8]2[C:12]=1[CH:11]1[CH2:23][C:22]3([S:25][CH2:31][CH2:30][S:24]3)[CH2:15][CH2:16][N:10]1[C:9]2=[O:21])([O-:3])=[O:2]. (3) Given the reactants [OH:1][C:2]1[CH:9]=[CH:8][C:5]([CH:6]=[O:7])=[CH:4][CH:3]=1.Br[CH2:11][CH2:12][CH2:13][CH2:14][CH2:15][CH2:16][CH2:17][CH3:18].C(=O)([O-])[O-].[Cs+].[Cs+].CN(C=O)C, predict the reaction product. The product is: [CH2:11]([O:1][C:2]1[CH:9]=[CH:8][C:5]([CH:6]=[O:7])=[CH:4][CH:3]=1)[CH2:12][CH2:13][CH2:14][CH2:15][CH2:16][CH2:17][CH3:18]. (4) The product is: [CH:1]([N:4]1[CH2:9][CH2:8][CH:7]([CH2:10][OH:11])[CH2:6][CH2:5]1)([CH3:3])[CH3:2]. Given the reactants [CH:1]([N:4]1[CH2:9][CH2:8][CH:7]([C:10](OCC)=[O:11])[CH2:6][CH2:5]1)([CH3:3])[CH3:2].[H-].[Al+3].[Li+].[H-].[H-].[H-].C(C(C(C([O-])=O)O)O)([O-])=O.[K+].[Na+], predict the reaction product. (5) Given the reactants [CH3:1][O:2][C:3]([CH:5]1[CH2:9][CH2:8][CH:7]([OH:10])[N:6]1[C:11]([O:13][C:14]([CH3:17])([CH3:16])[CH3:15])=[O:12])=[O:4].[C:18]1(C)C=CC(S(O)(=O)=O)=CC=1, predict the reaction product. The product is: [CH3:1][O:2][C:3]([CH:5]1[CH2:9][CH2:8][CH:7]([O:10][CH3:18])[N:6]1[C:11]([O:13][C:14]([CH3:17])([CH3:16])[CH3:15])=[O:12])=[O:4]. (6) Given the reactants [CH3:1][O:2][CH2:3][C@H:4]([NH:11][C:12]([C:14]1[C:15]2[CH:16]=[CH:17][NH:18][C:19]=2[CH:20]=[CH:21][CH:22]=1)=[O:13])[C:5]1[CH:10]=[CH:9][CH:8]=[CH:7][CH:6]=1.[NH2:23][C:24]1[N:29]=[C:28](Cl)[CH:27]=[CH:26][N:25]=1.C(NC1C=C(C=CC=1)CNC(C1C2C=CN(C3C=CN=C(N)N=3)C=2C=CC=1)=O)(=O)C, predict the reaction product. The product is: [NH2:23][C:24]1[N:29]=[C:28]([N:18]2[C:19]3[CH:20]=[CH:21][CH:22]=[C:14]([C:12]([NH:11][C@H:4]([C:5]4[CH:6]=[CH:7][CH:8]=[CH:9][CH:10]=4)[CH2:3][O:2][CH3:1])=[O:13])[C:15]=3[CH:16]=[CH:17]2)[CH:27]=[CH:26][N:25]=1. (7) Given the reactants [C:1]1([N:7]2[N:11]=[C:10]([C:12]([O:14][CH3:15])=[O:13])[C:9]([C:16]([O:18]C)=[O:17])=[N:8]2)[CH:6]=[CH:5][CH:4]=[CH:3][CH:2]=1.[OH-].[K+], predict the reaction product. The product is: [CH3:15][O:14][C:12]([C:10]1[C:9]([C:16]([OH:18])=[O:17])=[N:8][N:7]([C:1]2[CH:6]=[CH:5][CH:4]=[CH:3][CH:2]=2)[N:11]=1)=[O:13].